From a dataset of Reaction yield outcomes from USPTO patents with 853,638 reactions. Predict the reaction yield, written as a fraction of the theoretical maximum amount of product (1.0 means a 100% yield; for example, 0.34 means a 34% yield). (1) The reactants are [F:1][C:2]1[C:10]([NH:11][S:12]([C:15]2[CH:20]=[CH:19][CH:18]=[CH:17][CH:16]=2)(=[O:14])=[O:13])=[CH:9][CH:8]=[C:7]([F:21])[C:3]=1C(O)=O.C([N:24](CC)CC)C.C1(P(N=[N+]=[N-])(C2C=CC=CC=2)=O)C=CC=CC=1. The catalyst is CN(C=O)C.O. The product is [NH2:24][C:3]1[C:2]([F:1])=[C:10]([NH:11][S:12]([C:15]2[CH:20]=[CH:19][CH:18]=[CH:17][CH:16]=2)(=[O:14])=[O:13])[CH:9]=[CH:8][C:7]=1[F:21]. The yield is 0.356. (2) The reactants are [CH:1]([NH:5][C:6]1[S:7][C:8]2[C:13]([N:14]=1)=[CH:12][CH:11]=[C:10]([CH:15]=O)[N:9]=2)([CH2:3][CH3:4])[CH3:2].[NH4+].[OH-].[F:19][C:20]1[CH:25]=[CH:24][CH:23]=[CH:22][C:21]=1[CH:26]([N+:37]#[C-:38])S(C1C=CC(C)=CC=1)(=O)=O.[NH:39]1CCNCC1. The catalyst is C1COCC1.CCOC(C)=O. The product is [CH:1]([NH:5][C:6]1[S:7][C:8]2[C:13]([N:14]=1)=[CH:12][CH:11]=[C:10]([C:15]1[NH:39][CH:38]=[N:37][C:26]=1[C:21]1[CH:22]=[CH:23][CH:24]=[CH:25][C:20]=1[F:19])[N:9]=2)([CH2:3][CH3:4])[CH3:2]. The yield is 0.260.